From a dataset of Catalyst prediction with 721,799 reactions and 888 catalyst types from USPTO. Predict which catalyst facilitates the given reaction. (1) Reactant: [C:1]1([N:7]2[C:13]3([CH2:15][CH2:14]3)[CH2:12][O:11][C:10]3[CH:16]=[C:17]([C:20](OC)=[O:21])[CH:18]=[CH:19][C:9]=3[CH2:8]2)[CH:6]=[CH:5][CH:4]=[CH:3][CH:2]=1.[NH2:24][OH:25].[OH-].[Na+].C1COCC1.CO. Product: [OH:25][NH:24][C:20]([C:17]1[CH:18]=[CH:19][C:9]2[CH2:8][N:7]([C:1]3[CH:2]=[CH:3][CH:4]=[CH:5][CH:6]=3)[C:13]3([CH2:12][O:11][C:10]=2[CH:16]=1)[CH2:15][CH2:14]3)=[O:21]. The catalyst class is: 144. (2) Reactant: [O:1]1[CH2:3][CH:2]1[C:4]1[O:5][C:6]([C:9]2[CH:14]=[CH:13][CH:12]=[CH:11][N:10]=2)=[CH:7][N:8]=1.[CH3:15][NH:16][CH2:17][CH2:18][CH2:19][CH2:20][C:21]1[CH:26]=[CH:25][CH:24]=[CH:23][CH:22]=1. Product: [CH3:15][N:16]([CH2:17][CH2:18][CH2:19][CH2:20][C:21]1[CH:26]=[CH:25][CH:24]=[CH:23][CH:22]=1)[CH2:3][CH:2]([C:4]1[O:5][C:6]([C:9]2[CH:14]=[CH:13][CH:12]=[CH:11][N:10]=2)=[CH:7][N:8]=1)[OH:1]. The catalyst class is: 1.